Dataset: Reaction yield outcomes from USPTO patents with 853,638 reactions. Task: Predict the reaction yield, written as a fraction of the theoretical maximum amount of product (1.0 means a 100% yield; for example, 0.34 means a 34% yield). (1) The reactants are [O:1]1[CH:5]=[CH:4][CH:3]=[C:2]1[C:6]1[C:7]2[N:15]=[N:14][N:13]([CH2:16][C:17]3[CH:22]=[CH:21][CH:20]=[C:19]([O:23]C)[CH:18]=3)[C:8]=2[N:9]=[C:10]([NH2:12])[N:11]=1.B(Br)(Br)Br. The catalyst is ClCCl. The product is [O:1]1[CH:5]=[CH:4][CH:3]=[C:2]1[C:6]1[C:7]2[N:15]=[N:14][N:13]([CH2:16][C:17]3[CH:22]=[CH:21][CH:20]=[C:19]([OH:23])[CH:18]=3)[C:8]=2[N:9]=[C:10]([NH2:12])[N:11]=1. The yield is 1.00. (2) The reactants are FC(F)(F)S(O[C:7]1[C@@:11]2([CH3:28])[CH2:12][CH2:13][C@H:14]3[C@H:23]([C@@H:10]2[CH2:9][CH:8]=1)[CH2:22][CH:21]=[C:20]1[C@:15]3([CH3:27])[CH2:16][CH2:17][C:18](=[O:26])[N:19]1[CH2:24][CH3:25])(=O)=O.C([Sn](CCCC)(CCCC)[C:36]1[CH:41]=[N:40][CH:39]=[CH:38][N:37]=1)CCC. The catalyst is CN(C=O)C.C1C=CC([P]([Pd]([P](C2C=CC=CC=2)(C2C=CC=CC=2)C2C=CC=CC=2)([P](C2C=CC=CC=2)(C2C=CC=CC=2)C2C=CC=CC=2)[P](C2C=CC=CC=2)(C2C=CC=CC=2)C2C=CC=CC=2)(C2C=CC=CC=2)C2C=CC=CC=2)=CC=1. The product is [CH2:24]([N:19]1[C:20]2[C@@:15]([CH3:27])([C@H:14]3[CH2:13][CH2:12][C@@:11]4([CH3:28])[C@@H:10]([CH2:9][CH:8]=[C:7]4[C:36]4[CH:41]=[N:40][CH:39]=[CH:38][N:37]=4)[C@@H:23]3[CH2:22][CH:21]=2)[CH2:16][CH2:17][C:18]1=[O:26])[CH3:25]. The yield is 0.120. (3) The yield is 1.00. The product is [Si:17]([O:7][C@@H:6]1[C@@H:2]([F:1])[CH2:3][C@@H:4]([C:8]([O:10][CH2:11][CH3:12])=[O:9])[CH2:5]1)([C:14]([CH3:16])([CH3:15])[CH3:13])([CH3:19])[CH3:18]. The catalyst is CN(C=O)C. The reactants are [F:1][C@@H:2]1[C@@H:6]([OH:7])[CH2:5][C@H:4]([C:8]([O:10][CH2:11][CH3:12])=[O:9])[CH2:3]1.[CH3:13][C:14]([Si:17](Cl)([CH3:19])[CH3:18])([CH3:16])[CH3:15].N1C=CN=C1. (4) The reactants are C(O[C:4](=O)[CH2:5][CH2:6][CH:7]([N:9]1[CH2:14][CH2:13][CH2:12][CH:11]([CH2:15][C:16]2[CH:21]=[CH:20][CH:19]=[CH:18][CH:17]=2)[CH2:10]1)C)C.[H-].[H-].[H-].[H-].[Li+].[Al+3].C1C[O:32][CH2:31]C1. The catalyst is [NH4+].[Cl-]. The product is [CH2:15]([CH:11]1[CH2:12][CH2:13][CH2:14][N:9]([CH2:7][CH2:6][CH2:5][CH2:4][CH2:31][OH:32])[CH2:10]1)[C:16]1[CH:17]=[CH:18][CH:19]=[CH:20][CH:21]=1. The yield is 0.810. (5) No catalyst specified. The product is [Cl:22][C:16]1[CH:17]=[C:18]([Cl:21])[CH:19]=[CH:20][C:15]=1[C:13]1[N:14]=[C:10](/[CH:9]=[CH:8]/[C:5]2[CH:6]=[CH:7][C:2]([C:34]3[CH:35]=[CH:36][C:31]([CH:30]=[CH:29][C:26]([OH:28])=[O:27])=[CH:32][CH:33]=3)=[CH:3][CH:4]=2)[NH:11][CH:12]=1. The yield is 0.220. The reactants are Br[C:2]1[CH:7]=[CH:6][C:5](/[CH:8]=[CH:9]/[C:10]2[NH:11][CH:12]=[C:13]([C:15]3[CH:20]=[CH:19][C:18]([Cl:21])=[CH:17][C:16]=3[Cl:22])[N:14]=2)=[CH:4][CH:3]=1.B(O)O.[C:26](/[CH:29]=[CH:30]/[C:31]1[CH:36]=[CH:35][CH:34]=[CH:33][CH:32]=1)([OH:28])=[O:27].